This data is from Merck oncology drug combination screen with 23,052 pairs across 39 cell lines. The task is: Regression. Given two drug SMILES strings and cell line genomic features, predict the synergy score measuring deviation from expected non-interaction effect. (1) Drug 1: N.N.O=C(O)C1(C(=O)O)CCC1.[Pt]. Drug 2: NC(=O)c1cccc2cn(-c3ccc(C4CCCNC4)cc3)nc12. Cell line: NCIH2122. Synergy scores: synergy=6.43. (2) Drug 1: COc1cc(C2c3cc4c(cc3C(OC3OC5COC(C)OC5C(O)C3O)C3COC(=O)C23)OCO4)cc(OC)c1O. Drug 2: CCc1cnn2c(NCc3ccc[n+]([O-])c3)cc(N3CCCCC3CCO)nc12. Cell line: OV90. Synergy scores: synergy=-13.0. (3) Drug 1: CNC(=O)c1cc(Oc2ccc(NC(=O)Nc3ccc(Cl)c(C(F)(F)F)c3)cc2)ccn1. Drug 2: Cn1cc(-c2cnn3c(N)c(Br)c(C4CCCNC4)nc23)cn1. Cell line: MSTO. Synergy scores: synergy=-9.26. (4) Drug 1: CC1CC2C3CCC4=CC(=O)C=CC4(C)C3(F)C(O)CC2(C)C1(O)C(=O)CO. Drug 2: CCN(CC)CCNC(=O)c1c(C)[nH]c(C=C2C(=O)Nc3ccc(F)cc32)c1C. Cell line: HCT116. Synergy scores: synergy=7.72. (5) Drug 1: Cn1nnc2c(C(N)=O)ncn2c1=O. Drug 2: CCc1cnn2c(NCc3ccc[n+]([O-])c3)cc(N3CCCCC3CCO)nc12. Cell line: DLD1. Synergy scores: synergy=5.97. (6) Drug 1: NC1(c2ccc(-c3nc4ccn5c(=O)[nH]nc5c4cc3-c3ccccc3)cc2)CCC1. Drug 2: CC(C)CC(NC(=O)C(Cc1ccccc1)NC(=O)c1cnccn1)B(O)O. Cell line: DLD1. Synergy scores: synergy=8.36. (7) Drug 1: O=S1(=O)NC2(CN1CC(F)(F)F)C1CCC2Cc2cc(C=CCN3CCC(C(F)(F)F)CC3)ccc2C1. Cell line: RPMI7951. Drug 2: CCc1cnn2c(NCc3ccc[n+]([O-])c3)cc(N3CCCCC3CCO)nc12. Synergy scores: synergy=11.3. (8) Cell line: A427. Synergy scores: synergy=12.0. Drug 1: O=C(O)C1(Cc2cccc(Nc3nccs3)n2)CCC(Oc2cccc(Cl)c2F)CC1. Drug 2: Cn1c(=O)n(-c2ccc(C(C)(C)C#N)cc2)c2c3cc(-c4cnc5ccccc5c4)ccc3ncc21. (9) Drug 1: CC(C)CC(NC(=O)C(Cc1ccccc1)NC(=O)c1cnccn1)B(O)O. Drug 2: CC1(c2nc3c(C(N)=O)cccc3[nH]2)CCCN1. Cell line: UWB1289BRCA1. Synergy scores: synergy=1.07. (10) Drug 1: C#Cc1cccc(Nc2ncnc3cc(OCCOC)c(OCCOC)cc23)c1. Drug 2: Cn1cc(-c2cnn3c(N)c(Br)c(C4CCCNC4)nc23)cn1. Cell line: CAOV3. Synergy scores: synergy=40.5.